This data is from Catalyst prediction with 721,799 reactions and 888 catalyst types from USPTO. The task is: Predict which catalyst facilitates the given reaction. (1) Reactant: [Cl:1][C:2]1[C:3]([C:29]2[S:33][C:32]([C:34]3([OH:38])[CH2:37][CH2:36][CH2:35]3)=[N:31][CH:30]=2)=[C:4]2[CH:10]=[C:9]([C:11]3[CH:18]=[CH:17][C:14]([CH:15]=O)=[CH:13][CH:12]=3)[N:8]([S:19]([C:22]3[CH:28]=[CH:27][C:25]([CH3:26])=[CH:24][CH:23]=3)(=[O:21])=[O:20])[C:5]2=[N:6][CH:7]=1.C(O)(=O)C.S([O-])([O-])(=O)=O.[Na+].[Na+].[NH:50]1[CH2:54][CH2:53][CH2:52][CH2:51]1.C(O[BH-](OC(=O)C)OC(=O)C)(=O)C.[Na+]. Product: [Cl:1][C:2]1[C:3]([C:29]2[S:33][C:32]([C:34]3([OH:38])[CH2:37][CH2:36][CH2:35]3)=[N:31][CH:30]=2)=[C:4]2[CH:10]=[C:9]([C:11]3[CH:12]=[CH:13][C:14]([CH2:15][N:50]4[CH2:54][CH2:53][CH2:52][CH2:51]4)=[CH:17][CH:18]=3)[N:8]([S:19]([C:22]3[CH:28]=[CH:27][C:25]([CH3:26])=[CH:24][CH:23]=3)(=[O:21])=[O:20])[C:5]2=[N:6][CH:7]=1. The catalyst class is: 7. (2) Reactant: CON(C)[C:4](=[O:40])[CH2:5][O:6][CH:7]([C:9]1[CH:10]=[N:11][C:12]([N:15]2[CH:19]=[CH:18][C:17]([CH:20]([C:22]3[CH:39]=[CH:38][C:25]4[N:26]([CH2:30][O:31][CH2:32][CH2:33][Si:34]([CH3:37])([CH3:36])[CH3:35])[C:27](=[O:29])[S:28][C:24]=4[CH:23]=3)[CH3:21])=[N:16]2)=[CH:13][CH:14]=1)[CH3:8].[CH3:42][Mg]Br. Product: [CH2:5]([O:6][CH:7]([C:9]1[CH:14]=[CH:13][C:12]([N:15]2[CH:19]=[CH:18][C:17]([CH:20]([C:22]3[CH:39]=[CH:38][C:25]4[N:26]([CH2:30][O:31][CH2:32][CH2:33][Si:34]([CH3:37])([CH3:36])[CH3:35])[C:27](=[O:29])[S:28][C:24]=4[CH:23]=3)[CH3:21])=[N:16]2)=[N:11][CH:10]=1)[CH3:8])[C:4]([CH3:42])=[O:40]. The catalyst class is: 627. (3) Reactant: [N:1]1[CH:6]=[CH:5][CH:4]=[N:3][C:2]=1[O:7][CH:8]([C:10]1[CH:19]=[CH:18][C:13]([C:14]([O:16]C)=[O:15])=[CH:12][CH:11]=1)[CH3:9].O.[OH-].[Li+].O.CO. Product: [N:1]1[CH:6]=[CH:5][CH:4]=[N:3][C:2]=1[O:7][CH:8]([C:10]1[CH:19]=[CH:18][C:13]([C:14]([OH:16])=[O:15])=[CH:12][CH:11]=1)[CH3:9]. The catalyst class is: 7. (4) Reactant: [CH3:1][C@:2]12[C:10]([C:11]3([CH:14]=[CH:15][CH2:16][C:17]([OH:20])([CH3:19])[CH3:18])[CH2:13][CH2:12]3)=[CH:9][CH2:8][C@H:7]1[C@@H:6]([OH:21])[CH2:5][CH2:4][CH2:3]2.[Cr](O[Cr]([O-])(=O)=O)([O-])(=O)=O.[NH+]1C=CC=CC=1.[NH+]1C=CC=CC=1. Product: [CH3:1][C@:2]12[C:10]([C:11]3([CH:14]=[CH:15][CH2:16][C:17]([OH:20])([CH3:18])[CH3:19])[CH2:13][CH2:12]3)=[CH:9][CH2:8][C@H:7]1[C:6](=[O:21])[CH2:5][CH2:4][CH2:3]2. The catalyst class is: 4. (5) Reactant: [CH:1]1[CH:6]=[C:5]2[CH:7]=[C:8]([C:10]([OH:12])=O)[S:9][C:4]2=[CH:3][CH:2]=1.S(Cl)([Cl:15])=O.CN(C=O)C. Product: [S:9]1[C:8]([C:10]([Cl:15])=[O:12])=[CH:7][C:5]2[CH:6]=[CH:1][CH:2]=[CH:3][C:4]1=2. The catalyst class is: 11. (6) Reactant: [Cl:1][C:2]1[CH:21]=[CH:20][C:5]([CH2:6][N:7]2[C:15]3[C:10](=[CH:11][C:12]([C:16](O)=[O:17])=[CH:13][CH:14]=3)[CH:9]=[C:8]2[CH3:19])=[CH:4][CH:3]=1. Product: [Cl:1][C:2]1[CH:21]=[CH:20][C:5]([CH2:6][N:7]2[C:15]3[C:10](=[CH:11][C:12]([CH2:16][OH:17])=[CH:13][CH:14]=3)[CH:9]=[C:8]2[CH3:19])=[CH:4][CH:3]=1. The catalyst class is: 7. (7) Reactant: [Cl:1][C:2]1[CH:7]=[CH:6][N:5]=[C:4]2[N:8]([CH:14]3[CH2:17][O:16][CH2:15]3)[CH:9]=[C:10]([C:11]([OH:13])=O)[C:3]=12.CCN(CC)CC.CN(C(ON1N=NC2C=CC=NC1=2)=[N+](C)C)C.F[P-](F)(F)(F)(F)F.[NH2:49][CH2:50][C@@:51]1([OH:58])[CH2:56][CH2:55][CH2:54][C@@H:53]([CH3:57])[CH2:52]1. Product: [OH:58][C@:51]1([CH2:50][NH:49][C:11]([C:10]2[C:3]3[C:4](=[N:5][CH:6]=[CH:7][C:2]=3[Cl:1])[N:8]([CH:14]3[CH2:17][O:16][CH2:15]3)[CH:9]=2)=[O:13])[CH2:56][CH2:55][CH2:54][C@@H:53]([CH3:57])[CH2:52]1. The catalyst class is: 3. (8) Reactant: Cl.[NH2:2][C:3]1[N:32]=[C:6]2[N:7]([C:22]3[CH:27]=[CH:26][CH:25]=[C:24]([C:28]([F:31])([F:30])[F:29])[CH:23]=3)[C:8]([CH3:21])=[C:9]([C:19]#[N:20])[C@@H:10]([C:11]3[CH:16]=[CH:15][C:14]([C:17]#[N:18])=[CH:13][CH:12]=3)[N:5]2[N:4]=1.[CH:33]1([C:37](Cl)=[O:38])[CH2:36][CH2:35][CH2:34]1. Product: [C:19]([C:9]1[C@@H:10]([C:11]2[CH:16]=[CH:15][C:14]([C:17]#[N:18])=[CH:13][CH:12]=2)[N:5]2[N:4]=[C:3]([NH:2][C:37]([CH:33]3[CH2:36][CH2:35][CH2:34]3)=[O:38])[N:32]=[C:6]2[N:7]([C:22]2[CH:27]=[CH:26][CH:25]=[C:24]([C:28]([F:29])([F:31])[F:30])[CH:23]=2)[C:8]=1[CH3:21])#[N:20]. The catalyst class is: 17.